This data is from Full USPTO retrosynthesis dataset with 1.9M reactions from patents (1976-2016). The task is: Predict the reactants needed to synthesize the given product. (1) Given the product [F:14][C:11]1[CH:12]=[CH:13][C:8]([C:7]2[S:6][C:5]([C:15]([C:17]3[O:18][CH:19]=[CH:20][CH:21]=3)=[O:16])=[CH:4][C:3]=2[CH2:2][C:22]#[N:23])=[CH:9][CH:10]=1, predict the reactants needed to synthesize it. The reactants are: Br[CH2:2][C:3]1[CH:4]=[C:5]([C:15]([C:17]2[O:18][CH:19]=[CH:20][CH:21]=2)=[O:16])[S:6][C:7]=1[C:8]1[CH:13]=[CH:12][C:11]([F:14])=[CH:10][CH:9]=1.[C-:22]#[N:23].[K+].O. (2) Given the product [Cl:60][C:61]1[CH:62]=[CH:63][C:64]([CH:65]=[C:27]([C:24]2[CH:25]=[CH:26][C:21]([C:9]3[CH:10]=[CH:11][C:12]([O:14][CH2:15][CH2:16][CH2:17][CH2:18][CH2:19][CH3:20])=[CH:13][C:8]=3[O:7][CH2:1][CH2:2][CH2:3][CH2:4][CH2:5][CH3:6])=[CH:22][CH:23]=2)[C:29]2[CH:30]=[CH:31][C:32]([C:35]3[CH:40]=[CH:39][C:38]([O:41][CH2:42][CH2:43][CH2:44][CH2:45][CH2:46][CH3:47])=[CH:37][C:36]=3[O:48][CH2:49][CH2:50][CH2:51][CH2:52][CH2:53][CH3:54])=[CH:33][CH:34]=2)=[CH:74][CH:75]=1, predict the reactants needed to synthesize it. The reactants are: [CH2:1]([O:7][C:8]1[CH:13]=[C:12]([O:14][CH2:15][CH2:16][CH2:17][CH2:18][CH2:19][CH3:20])[CH:11]=[CH:10][C:9]=1[C:21]1[CH:26]=[CH:25][C:24]([C:27]([C:29]2[CH:34]=[CH:33][C:32]([C:35]3[CH:40]=[CH:39][C:38]([O:41][CH2:42][CH2:43][CH2:44][CH2:45][CH2:46][CH3:47])=[CH:37][C:36]=3[O:48][CH2:49][CH2:50][CH2:51][CH2:52][CH2:53][CH3:54])=[CH:31][CH:30]=2)=O)=[CH:23][CH:22]=1)[CH2:2][CH2:3][CH2:4][CH2:5][CH3:6].CC(C)([O-])C.[Cl:60][C:61]1[CH:75]=[CH:74][C:64]([CH2:65]P(=O)(OCC)OCC)=[CH:63][CH:62]=1. (3) Given the product [NH2:1][C:2]1[N:7]([C:8]2[CH:9]=[CH:10][C:11]([O:12][CH2:13][CH2:14][CH2:15][NH:42][C@@H:41]([CH2:43][CH:44]([CH3:46])[CH3:45])[C:40]([O:39][CH:34]3[CH2:38][CH2:37][CH2:36][CH2:35]3)=[O:47])=[CH:21][CH:22]=2)[C:6](=[O:23])[CH:5]=[CH:4][C:3]=1[C:24](=[O:33])[C:25]1[CH:30]=[CH:29][C:28]([F:31])=[C:27]([CH3:32])[CH:26]=1, predict the reactants needed to synthesize it. The reactants are: [NH2:1][C:2]1[N:7]([C:8]2[CH:22]=[CH:21][C:11]([O:12][CH2:13][CH2:14][CH2:15]OS(C)(=O)=O)=[CH:10][CH:9]=2)[C:6](=[O:23])[CH:5]=[CH:4][C:3]=1[C:24](=[O:33])[C:25]1[CH:30]=[CH:29][C:28]([F:31])=[C:27]([CH3:32])[CH:26]=1.[CH:34]1([O:39][C:40](=[O:47])[C@H:41]([CH2:43][CH:44]([CH3:46])[CH3:45])[NH2:42])[CH2:38][CH2:37][CH2:36][CH2:35]1.